Dataset: Reaction yield outcomes from USPTO patents with 853,638 reactions. Task: Predict the reaction yield, written as a fraction of the theoretical maximum amount of product (1.0 means a 100% yield; for example, 0.34 means a 34% yield). (1) The reactants are [CH2:1]([O:8][C:9]1[C:10](=[O:28])[CH:11]=[C:12]([CH2:17][NH:18][S:19]([C:22]2[CH:27]=[CH:26][CH:25]=[CH:24][CH:23]=2)(=[O:21])=[O:20])[O:13][C:14]=1[CH2:15][OH:16])[C:2]1[CH:7]=[CH:6][CH:5]=[CH:4][CH:3]=1.C(OCC)(=O)C. No catalyst specified. The product is [CH2:1]([O:8][C:9]1[C:10](=[O:28])[CH:11]=[C:12]([CH2:17][NH:18][S:19]([C:22]2[CH:23]=[CH:24][CH:25]=[CH:26][CH:27]=2)(=[O:21])=[O:20])[O:13][C:14]=1[CH:15]=[O:16])[C:2]1[CH:3]=[CH:4][CH:5]=[CH:6][CH:7]=1. The yield is 0.717. (2) The reactants are O[CH2:2][C:3]1[CH:4]=[CH:5][C:6]2[N:10]=[CH:9][N:8]([C:11]3[S:15][C:14]([C:16]([O:18][CH3:19])=[O:17])=[C:13]([O:20][C@@H:21]([C:23]4[CH:28]=[CH:27][CH:26]=[CH:25][C:24]=4[C:29]([F:32])([F:31])[F:30])[CH3:22])[CH:12]=3)[C:7]=2[CH:33]=1.C1(P(C2C=CC=CC=2)C2C=CC=CC=2)C=CC=CC=1.[Cl:53]N1C(=O)CCC1=O. The catalyst is C(Cl)Cl.[Cl-].[Na+].O. The product is [Cl:53][CH2:2][C:3]1[CH:4]=[CH:5][C:6]2[N:10]=[CH:9][N:8]([C:11]3[S:15][C:14]([C:16]([O:18][CH3:19])=[O:17])=[C:13]([O:20][C@@H:21]([C:23]4[CH:28]=[CH:27][CH:26]=[CH:25][C:24]=4[C:29]([F:32])([F:31])[F:30])[CH3:22])[CH:12]=3)[C:7]=2[CH:33]=1. The yield is 0.920.